Dataset: Catalyst prediction with 721,799 reactions and 888 catalyst types from USPTO. Task: Predict which catalyst facilitates the given reaction. (1) The catalyst class is: 1. Reactant: [CH3:1][N:2]([CH2:11][CH2:12][N:13]([CH:54]([CH2:57][CH3:58])[CH2:55][CH3:56])[CH2:14][C:15]1[CH:16]=[C:17]([CH:51]=[CH:52][CH:53]=1)[C:18]([NH:20][C:21]1[S:22][C:23]2[CH2:50][CH2:49][CH2:48][CH2:47][C:24]=2[C:25]=1[C:26]([NH:28][C:29]1[CH:34]=[CH:33][C:32]([CH2:35][CH2:36][C:37]2[CH:46]=[CH:45][C:40]([C:41]([O:43]C)=[O:42])=[CH:39][CH:38]=2)=[CH:31][CH:30]=1)=[O:27])=[O:19])[C:3](=[O:10])[O:4][CH2:5][C:6](=[O:9])[O:7]C.CO.[OH-].[Na+].[ClH:63]. Product: [ClH:63].[C:6]([CH2:5][O:4][C:3]([N:2]([CH3:1])[CH2:11][CH2:12][N:13]([CH2:14][C:15]1[CH:16]=[C:17]([CH:51]=[CH:52][CH:53]=1)[C:18]([NH:20][C:21]1[S:22][C:23]2[CH2:50][CH2:49][CH2:48][CH2:47][C:24]=2[C:25]=1[C:26]([NH:28][C:29]1[CH:30]=[CH:31][C:32]([CH2:35][CH2:36][C:37]2[CH:38]=[CH:39][C:40]([C:41]([OH:43])=[O:42])=[CH:45][CH:46]=2)=[CH:33][CH:34]=1)=[O:27])=[O:19])[CH:54]([CH2:55][CH3:56])[CH2:57][CH3:58])=[O:10])([OH:9])=[O:7]. (2) Reactant: C1COCC1.C[O:7][C:8]1[C:25]2[C:24]3[C:19](=[CH:20][C:21]([O:37][CH2:38][CH2:39][CH2:40][CH2:41][CH2:42][CH2:43][CH2:44][CH2:45][CH2:46][CH3:47])=[C:22]([O:26][CH2:27][CH2:28][CH2:29][CH2:30][CH2:31][CH2:32][CH2:33][CH2:34][CH2:35][CH3:36])[CH:23]=3)[C:18]3[C:13](=[CH:14][C:15]([O:59][CH2:60][CH2:61][CH2:62][CH2:63][CH2:64][CH2:65][CH2:66][CH2:67][CH2:68][CH3:69])=[C:16]([O:48][CH2:49][CH2:50][CH2:51][CH2:52][CH2:53][CH2:54][CH2:55][CH2:56][CH2:57][CH3:58])[CH:17]=3)[C:12]=2[C:11]([O:70]C)=[CH:10][CH:9]=1. Product: [CH2:27]([O:26][C:22]1[CH:23]=[C:24]2[C:19](=[CH:20][C:21]=1[O:37][CH2:38][CH2:39][CH2:40][CH2:41][CH2:42][CH2:43][CH2:44][CH2:45][CH2:46][CH3:47])[C:18]1[C:13](=[CH:14][C:15]([O:59][CH2:60][CH2:61][CH2:62][CH2:63][CH2:64][CH2:65][CH2:66][CH2:67][CH2:68][CH3:69])=[C:16]([O:48][CH2:49][CH2:50][CH2:51][CH2:52][CH2:53][CH2:54][CH2:55][CH2:56][CH2:57][CH3:58])[CH:17]=1)[C:12]1[C:11](=[O:70])[CH:10]=[CH:9][C:8](=[O:7])[C:25]2=1)[CH2:28][CH2:29][CH2:30][CH2:31][CH2:32][CH2:33][CH2:34][CH2:35][CH3:36]. The catalyst class is: 28. (3) Reactant: [Cl:1][C:2]1[N:7]=[C:6]([NH:8][C@@H:9]2[CH2:13][CH2:12][CH2:11][C@@H:10]2[C:14]([OH:16])=O)[C:5]([Br:17])=[CH:4][N:3]=1.[CH2:18]([N:20](CC)CC)C.CN(C(ON1N=NC2C=CC=NC1=2)=[N+](C)C)C.F[P-](F)(F)(F)(F)F.Cl.CN. Product: [CH3:18][NH:20][C:14]([C@H:10]1[CH2:11][CH2:12][CH2:13][C@H:9]1[NH:8][C:6]1[C:5]([Br:17])=[CH:4][N:3]=[C:2]([Cl:1])[N:7]=1)=[O:16]. The catalyst class is: 2. (4) Reactant: [F:1][C:2]1[C:11]2[CH2:10][N:9](CC3C=CC(OC)=CC=3)[C:8](=[O:21])[NH:7][C:6]=2[N:5]=[CH:4][CH:3]=1. Product: [F:1][C:2]1[C:11]2[CH2:10][NH:9][C:8](=[O:21])[NH:7][C:6]=2[N:5]=[CH:4][CH:3]=1. The catalyst class is: 67. (5) Reactant: [Cl:1][C:2]1[CH:7]=[CH:6][C:5]([O:8][CH2:9][CH:10]([N:15]=[N+]=[N-])[CH2:11][N:12]=[N+]=[N-])=[CH:4][CH:3]=1. Product: [Cl:1][C:2]1[CH:3]=[CH:4][C:5]([O:8][CH2:9][CH:10]([NH2:15])[CH2:11][NH2:12])=[CH:6][CH:7]=1. The catalyst class is: 19. (6) Reactant: Br[C:2]1[CH:3]=[C:4]2[C:9](=[CH:10][CH:11]=1)[N:8]=[C:7]([C:12]1[CH:17]=[CH:16][C:15]([C:18]([F:21])([F:20])[F:19])=[CH:14][CH:13]=1)[C:6]([CH3:22])=[C:5]2[C:23]([O:25][CH3:26])=[O:24].[Na+].[CH3:28][S:29]([O-:31])=[O:30]. Product: [CH3:22][C:6]1[C:7]([C:12]2[CH:17]=[CH:16][C:15]([C:18]([F:21])([F:20])[F:19])=[CH:14][CH:13]=2)=[N:8][C:9]2[C:4]([C:5]=1[C:23]([O:25][CH3:26])=[O:24])=[CH:3][C:2]([S:29]([CH3:28])(=[O:31])=[O:30])=[CH:11][CH:10]=2. The catalyst class is: 156.